Dataset: Forward reaction prediction with 1.9M reactions from USPTO patents (1976-2016). Task: Predict the product of the given reaction. (1) Given the reactants C(=[N:14][C:15]1[C:23]2[O:22][CH:21]=[CH:20][C:19]=2[CH:18]=[C:17]([CH3:24])[CH:16]=1)(C1C=CC=CC=1)C1C=CC=CC=1.Cl.[OH-].[Na+], predict the reaction product. The product is: [CH3:24][C:17]1[CH:16]=[C:15]([NH2:14])[C:23]2[O:22][CH:21]=[CH:20][C:19]=2[CH:18]=1. (2) Given the reactants [NH:1]1[CH2:6][CH2:5][CH2:4][CH2:3][C@@H:2]1[CH2:7][NH:8][C:9](=[O:15])[O:10][C:11]([CH3:14])([CH3:13])[CH3:12].[CH3:16]N(C[C@H]1CCCN1)C(=O)OC(C)(C)C, predict the reaction product. The product is: [CH3:16][N:8]([CH2:7][C@H:2]1[CH2:3][CH2:4][CH2:5][CH2:6][NH:1]1)[C:9](=[O:15])[O:10][C:11]([CH3:12])([CH3:14])[CH3:13]. (3) Given the reactants [CH3:1][C:2]1[C:3]([C:23]2[CH:28]=[CH:27][N:26]([CH3:29])[C:25](=[O:30])[CH:24]=2)=[N:4][N:5]([C:17]2[CH:22]=[CH:21][CH:20]=[CH:19][CH:18]=2)[C:6]=1[NH:7][C:8](=[O:16])OC1C=CC=CC=1.C1(C2C=CC(COC)=CC=2CN)CC1.[CH:45]1([CH:48]([C:50]2[CH:55]=[CH:54][CH:53]=[C:52]([CH2:56][O:57][CH3:58])[CH:51]=2)[NH2:49])[CH2:47][CH2:46]1, predict the reaction product. The product is: [CH:45]1([CH:48]([C:50]2[CH:55]=[CH:54][CH:53]=[C:52]([CH2:56][O:57][CH3:58])[CH:51]=2)[NH:49][C:8]([NH:7][C:6]2[N:5]([C:17]3[CH:18]=[CH:19][CH:20]=[CH:21][CH:22]=3)[N:4]=[C:3]([C:23]3[CH:28]=[CH:27][N:26]([CH3:29])[C:25](=[O:30])[CH:24]=3)[C:2]=2[CH3:1])=[O:16])[CH2:46][CH2:47]1. (4) Given the reactants [C:1]([O:5][C:6](=[O:18])[NH:7][C:8]1[CH:9]=[N:10][C:11]([C:14](Cl)([F:16])[F:15])=[CH:12][CH:13]=1)([CH3:4])([CH3:3])[CH3:2], predict the reaction product. The product is: [C:1]([O:5][C:6](=[O:18])[NH:7][C:8]1[CH:9]=[N:10][C:11]([CH:14]([F:15])[F:16])=[CH:12][CH:13]=1)([CH3:4])([CH3:2])[CH3:3]. (5) The product is: [Br:1][C:2]1[CH:7]=[CH:6][CH:5]=[CH:4][C:3]=1[C:8]1[CH:13]=[CH:12][CH:11]=[C:10]([C:14]2[NH:18][N:17]=[N:16][N:15]=2)[CH:9]=1. Given the reactants [Br:1][C:2]1[CH:7]=[CH:6][CH:5]=[CH:4][C:3]=1[C:8]1[CH:13]=[CH:12][CH:11]=[C:10]([C:14]#[N:15])[CH:9]=1.[N-:16]=[N+:17]=[N-:18].[Na+].Cl.C(N(CC)CC)C, predict the reaction product. (6) Given the reactants [CH3:1][C:2]1[NH:6][N:5]=[C:4]([NH2:7])[CH:3]=1.[Cl:8][C:9]1[CH:14]=[C:13](Cl)[N:12]=[C:11]([C:16]2[N:17]([CH3:25])[C:18]3[C:23]([CH:24]=2)=[CH:22][CH:21]=[CH:20][CH:19]=3)[N:10]=1.C(N(C(C)C)CC)(C)C, predict the reaction product. The product is: [Cl:8][C:9]1[N:10]=[C:11]([C:16]2[N:17]([CH3:25])[C:18]3[C:23]([CH:24]=2)=[CH:22][CH:21]=[CH:20][CH:19]=3)[N:12]=[C:13]([NH:7][C:4]2[CH:3]=[C:2]([CH3:1])[NH:6][N:5]=2)[CH:14]=1. (7) Given the reactants [NH:1]1[CH2:4][CH:3]([C:5]([N:7]2[CH2:11][CH2:10][CH2:9][CH2:8]2)=[O:6])[CH2:2]1.[F:12][C:13]1[CH:21]=[CH:20][C:19]([CH:22]=[O:23])=[CH:18][C:14]=1[C:15](O)=[O:16].F[P-](F)(F)(F)(F)F.N1(OC(N(C)C)=[N+](C)C)C2C=CC=CC=2N=N1.C(N(CC)C(C)C)(C)C, predict the reaction product. The product is: [F:12][C:13]1[CH:21]=[CH:20][C:19]([CH:22]=[O:23])=[CH:18][C:14]=1[C:15]([N:1]1[CH2:2][CH:3]([C:5]([N:7]2[CH2:8][CH2:9][CH2:10][CH2:11]2)=[O:6])[CH2:4]1)=[O:16].